Dataset: Merck oncology drug combination screen with 23,052 pairs across 39 cell lines. Task: Regression. Given two drug SMILES strings and cell line genomic features, predict the synergy score measuring deviation from expected non-interaction effect. Drug 2: CS(=O)(=O)CCNCc1ccc(-c2ccc3ncnc(Nc4ccc(OCc5cccc(F)c5)c(Cl)c4)c3c2)o1. Synergy scores: synergy=-3.81. Drug 1: O=P1(N(CCCl)CCCl)NCCCO1. Cell line: SKOV3.